This data is from Reaction yield outcomes from USPTO patents with 853,638 reactions. The task is: Predict the reaction yield, written as a fraction of the theoretical maximum amount of product (1.0 means a 100% yield; for example, 0.34 means a 34% yield). (1) The reactants are FC(F)(F)S(O[C:7]1[C:8]([C:18](=[O:20])[CH3:19])=[CH:9][C:10]([Cl:17])=[C:11]2[C:16]=1[N:15]=[CH:14][CH:13]=[CH:12]2)(=O)=O.Cl.Cl.[CH:25]1([N:28]2[CH2:33][CH2:32][NH:31][CH2:30][CH2:29]2)[CH2:27][CH2:26]1.C(=O)([O-])[O-].[Cs+].[Cs+]. The catalyst is O1CCCC1.ClCCl.C([O-])(=O)C.[Pd+2].C([O-])(=O)C.C1C=CC(P(C2C=CC3C(=CC=CC=3)C=2C2C3C(=CC=CC=3)C=CC=2P(C2C=CC=CC=2)C2C=CC=CC=2)C2C=CC=CC=2)=CC=1. The product is [Cl:17][C:10]1[CH:9]=[C:8]([C:18](=[O:20])[CH3:19])[C:7]([N:31]2[CH2:32][CH2:33][N:28]([CH:25]3[CH2:27][CH2:26]3)[CH2:29][CH2:30]2)=[C:16]2[C:11]=1[CH:12]=[CH:13][CH:14]=[N:15]2. The yield is 0.550. (2) The reactants are Br[C:2]1[CH:11]=[C:10](Br)[C:9]([O:13]C(C)C)=[C:8]2[C:3]=1[CH:4]=[CH:5][CH:6]=[N:7]2.[C:17]1(B(O)O)[CH:22]=[CH:21][CH:20]=[CH:19][CH:18]=1.C([O-])([O-])=O.[Na+].[Na+].CCO.[CH:35]1[CH:40]=[CH:39][CH:38]=[CH:37][CH:36]=1. The catalyst is C1C=CC([P]([Pd]([P](C2C=CC=CC=2)(C2C=CC=CC=2)C2C=CC=CC=2)([P](C2C=CC=CC=2)(C2C=CC=CC=2)C2C=CC=CC=2)[P](C2C=CC=CC=2)(C2C=CC=CC=2)C2C=CC=CC=2)(C2C=CC=CC=2)C2C=CC=CC=2)=CC=1. The product is [C:17]1([C:2]2[CH:11]=[C:10]([C:35]3[CH:40]=[CH:39][CH:38]=[CH:37][CH:36]=3)[C:9]([OH:13])=[C:8]3[C:3]=2[CH:4]=[CH:5][CH:6]=[N:7]3)[CH:22]=[CH:21][CH:20]=[CH:19][CH:18]=1. The yield is 0.910. (3) The reactants are [Si:1]([O:18][CH2:19][C:20]([C:23]1[S:24][C:25]([C:28]2[CH:33]=[CH:32][CH:31]=[C:30]([N+:34]([O-])=O)[CH:29]=2)=[CH:26][N:27]=1)([CH3:22])[CH3:21])([C:14]([CH3:17])([CH3:16])[CH3:15])([C:8]1[CH:13]=[CH:12][CH:11]=[CH:10][CH:9]=1)[C:2]1[CH:7]=[CH:6][CH:5]=[CH:4][CH:3]=1.ClCCl. The catalyst is C(OCC)(=O)C.[Pd]. The product is [Si:1]([O:18][CH2:19][C:20]([C:23]1[S:24][C:25]([C:28]2[CH:29]=[C:30]([CH:31]=[CH:32][CH:33]=2)[NH2:34])=[CH:26][N:27]=1)([CH3:22])[CH3:21])([C:14]([CH3:15])([CH3:16])[CH3:17])([C:2]1[CH:7]=[CH:6][CH:5]=[CH:4][CH:3]=1)[C:8]1[CH:13]=[CH:12][CH:11]=[CH:10][CH:9]=1. The yield is 0.910. (4) The reactants are [Cl:1][C:2]1[C:3]([Cl:13])=[N:4][CH:5]=[C:6]([CH:12]=1)[C:7]([O:9]CC)=[O:8].[OH-].[Na+]. The catalyst is C1COCC1.CO.O. The product is [Cl:1][C:2]1[C:3]([Cl:13])=[N:4][CH:5]=[C:6]([CH:12]=1)[C:7]([OH:9])=[O:8]. The yield is 0.910. (5) The reactants are Br[C:2]1[CH:3]=[C:4]2[C:9](=[CH:10][CH:11]=1)[C:8](=[O:12])[N:7]([CH3:13])[CH:6]=[CH:5]2.[CH3:14][N:15]1[CH:19]=[C:18](B2OC(C)(C)C(C)(C)O2)[CH:17]=[N:16]1.[F-].[Cs+]. The catalyst is O1CCOCC1.O.Cl[Pd](Cl)([P](C1C=CC=CC=1)(C1C=CC=CC=1)C1C=CC=CC=1)[P](C1C=CC=CC=1)(C1C=CC=CC=1)C1C=CC=CC=1. The product is [CH3:13][N:7]1[CH:6]=[CH:5][C:4]2[C:9](=[CH:10][CH:11]=[C:2]([C:18]3[CH:17]=[N:16][N:15]([CH3:14])[CH:19]=3)[CH:3]=2)[C:8]1=[O:12]. The yield is 0.810. (6) The reactants are C(=O)([O-])[O-].[Na+].[Na+].Br[C:8]1[CH:9]=[N:10][C:11]([NH2:14])=[N:12][CH:13]=1.[C:15]([O:19][C:20]([C:22]1[CH:23]=[C:24](B(O)O)[CH:25]=[CH:26][CH:27]=1)=[O:21])([CH3:18])([CH3:17])[CH3:16]. The yield is 0.735. The catalyst is O.C(O)C.C1(C)C=CC=CC=1.CCOC(C)=O.C1C=CC([P]([Pd]([P](C2C=CC=CC=2)(C2C=CC=CC=2)C2C=CC=CC=2)([P](C2C=CC=CC=2)(C2C=CC=CC=2)C2C=CC=CC=2)[P](C2C=CC=CC=2)(C2C=CC=CC=2)C2C=CC=CC=2)(C2C=CC=CC=2)C2C=CC=CC=2)=CC=1. The product is [NH2:14][C:11]1[N:10]=[CH:9][C:8]([C:26]2[CH:27]=[C:22]([CH:23]=[CH:24][CH:25]=2)[C:20]([O:19][C:15]([CH3:17])([CH3:18])[CH3:16])=[O:21])=[CH:13][N:12]=1. (7) The reactants are [Br:1][C:2]1[CH:3]=[N:4][N:5]([CH2:15][CH3:16])[C:6]=1[C:7]1[CH:8]=[C:9]([C:12]([OH:14])=O)[S:10][CH:11]=1.[NH2:17][C@@H:18]([CH2:31][C:32]1[CH:37]=[CH:36][CH:35]=[CH:34][C:33]=1[C:38]([F:41])([F:40])[F:39])[CH2:19][N:20]1[C:28](=[O:29])[C:27]2[C:22](=[CH:23][CH:24]=[CH:25][CH:26]=2)[C:21]1=[O:30].CCN(C(C)C)C(C)C.C1CN([P+](Br)(N2CCCC2)N2CCCC2)CC1.F[P-](F)(F)(F)(F)F. The catalyst is C(Cl)Cl. The product is [Br:1][C:2]1[CH:3]=[N:4][N:5]([CH2:15][CH3:16])[C:6]=1[C:7]1[CH:8]=[C:9]([C:12]([NH:17][C@@H:18]([CH2:31][C:32]2[CH:37]=[CH:36][CH:35]=[CH:34][C:33]=2[C:38]([F:41])([F:39])[F:40])[CH2:19][N:20]2[C:28](=[O:29])[C:27]3[C:22](=[CH:23][CH:24]=[CH:25][CH:26]=3)[C:21]2=[O:30])=[O:14])[S:10][CH:11]=1. The yield is 0.860. (8) The reactants are [CH3:1][CH:2]1[CH2:7][N:6]([CH:8]2[CH2:11][O:10][CH2:9]2)[CH:5]([CH3:12])[CH2:4][N:3]1[C:13]1[CH:14]=[CH:15][C:16]([NH:19][C:20]2[C:25](=[O:26])[N:24]([CH3:27])[CH:23]=[C:22]([C:28]3[CH:33]=[CH:32][N:31]=[C:30]([N:34]4[C:46](=[O:47])[C:45]5[S:44][C:43]6[CH2:42][CH2:41][CH2:40][CH2:39][C:38]=6[C:37]=5[CH:36]=[N:35]4)[C:29]=3[CH:48]=[O:49])[CH:21]=2)=[N:17][CH:18]=1.[BH4-].[Na+]. The catalyst is CO. The product is [CH3:1][C@H:2]1[CH2:7][N:6]([CH:8]2[CH2:9][O:10][CH2:11]2)[C@H:5]([CH3:12])[CH2:4][N:3]1[C:13]1[CH:14]=[CH:15][C:16]([NH:19][C:20]2[C:25](=[O:26])[N:24]([CH3:27])[CH:23]=[C:22]([C:28]3[CH:33]=[CH:32][N:31]=[C:30]([N:34]4[C:46](=[O:47])[C:45]5[S:44][C:43]6[CH2:42][CH2:41][CH2:40][CH2:39][C:38]=6[C:37]=5[CH:36]=[N:35]4)[C:29]=3[CH2:48][OH:49])[CH:21]=2)=[N:17][CH:18]=1. The yield is 0.220. (9) The reactants are C(N(C(C)C)CC)(C)C.C1(O[C:17](=[O:29])[NH:18][C:19]2[CH:24]=[CH:23][CH:22]=[C:21]([S:25]([CH3:28])(=[O:27])=[O:26])[CH:20]=2)C=CC=CC=1.[NH2:30][C:31]1[CH:54]=[CH:53][C:34]([O:35][C:36]2[C:45]3[C:40](=[CH:41][C:42]([O:48][CH2:49][CH2:50][O:51][CH3:52])=[C:43]([C:46]#[N:47])[CH:44]=3)[N:39]=[CH:38][CH:37]=2)=[CH:33][CH:32]=1. No catalyst specified. The product is [C:46]([C:43]1[CH:44]=[C:45]2[C:40](=[CH:41][C:42]=1[O:48][CH2:49][CH2:50][O:51][CH3:52])[N:39]=[CH:38][CH:37]=[C:36]2[O:35][C:34]1[CH:33]=[CH:32][C:31]([NH:30][C:17]([NH:18][C:19]2[CH:24]=[CH:23][CH:22]=[C:21]([S:25]([CH3:28])(=[O:26])=[O:27])[CH:20]=2)=[O:29])=[CH:54][CH:53]=1)#[N:47]. The yield is 0.756. (10) The reactants are [OH:1][C:2]1[CH:11]=[CH:10][C:9]2[C:4](=[CH:5][CH:6]=[C:7]([O:12][CH3:13])[CH:8]=2)[C:3]=1[C:14]([C:16]1[CH:21]=[CH:20][C:19]([O:22][CH2:23][CH2:24][N:25]2[CH2:30][CH2:29][CH2:28][CH2:27][CH2:26]2)=[CH:18][CH:17]=1)=[O:15].N#N.N1C=CC=CC=1.[F:39][C:40]([F:46])([F:45])[S:41](Cl)(=[O:43])=[O:42]. The catalyst is C(Cl)Cl. The product is [CH3:13][O:12][C:7]1[CH:8]=[C:9]2[C:4](=[CH:5][CH:6]=1)[C:3]([C:14](=[O:15])[C:16]1[CH:21]=[CH:20][C:19]([O:22][CH2:23][CH2:24][N:25]3[CH2:30][CH2:29][CH2:28][CH2:27][CH2:26]3)=[CH:18][CH:17]=1)=[C:2]([O:1][S:41]([C:40]([F:46])([F:45])[F:39])(=[O:43])=[O:42])[CH:11]=[CH:10]2. The yield is 1.00.